Dataset: Forward reaction prediction with 1.9M reactions from USPTO patents (1976-2016). Task: Predict the product of the given reaction. (1) Given the reactants [C:1]([C:5]1[CH:9]=[C:8]([NH:10][C:11](=[O:19])OC2C=CC=CC=2)[N:7]([CH2:20][CH:21]([CH3:23])[CH3:22])[N:6]=1)([CH3:4])([CH3:3])[CH3:2].C(N(CC)C(C)C)(C)C.[CH3:33][O:34][C:35]1[CH:36]=[C:37]2[C:42](=[CH:43][C:44]=1[O:45][CH3:46])[N:41]=[CH:40][N:39]=[C:38]2[S:47][C:48]1[CH:49]=[C:50]([CH:52]=[CH:53][CH:54]=1)[NH2:51], predict the reaction product. The product is: [C:1]([C:5]1[CH:9]=[C:8]([NH:10][C:11]([NH:51][C:50]2[CH:52]=[CH:53][CH:54]=[C:48]([S:47][C:38]3[C:37]4[C:42](=[CH:43][C:44]([O:45][CH3:46])=[C:35]([O:34][CH3:33])[CH:36]=4)[N:41]=[CH:40][N:39]=3)[CH:49]=2)=[O:19])[N:7]([CH2:20][CH:21]([CH3:22])[CH3:23])[N:6]=1)([CH3:2])([CH3:3])[CH3:4]. (2) Given the reactants [Br:1][C:2]1[C:3]([F:14])=[C:4]([CH:8]=[C:9]([CH2:11][CH2:12][CH3:13])[CH:10]=1)[C:5](O)=[O:6].CC[N:17]=C=NCCCN(C)C.C1C=CC2N(O)N=NC=2C=1.N, predict the reaction product. The product is: [Br:1][C:2]1[C:3]([F:14])=[C:4]([CH:8]=[C:9]([CH2:11][CH2:12][CH3:13])[CH:10]=1)[C:5]([NH2:17])=[O:6].